From a dataset of Catalyst prediction with 721,799 reactions and 888 catalyst types from USPTO. Predict which catalyst facilitates the given reaction. (1) Reactant: [CH2:1]([O:8][N:9]1[C:18]2[C:13](=[CH:14][CH:15]=[CH:16][N:17]=2)[C:12]([OH:19])=[C:11]([C:20]([O:22][CH3:23])=[O:21])[C:10]1=[O:24])[C:2]1[CH:7]=[CH:6][CH:5]=[CH:4][CH:3]=1.C(N(CC)CC)C.[F:32][C:33]([F:46])([F:45])[S:34](O[S:34]([C:33]([F:46])([F:45])[F:32])(=[O:36])=[O:35])(=[O:36])=[O:35]. Product: [CH2:1]([O:8][N:9]1[C:18]2[C:13](=[CH:14][CH:15]=[CH:16][N:17]=2)[C:12]([O:19][S:34]([C:33]([F:46])([F:45])[F:32])(=[O:36])=[O:35])=[C:11]([C:20]([O:22][CH3:23])=[O:21])[C:10]1=[O:24])[C:2]1[CH:7]=[CH:6][CH:5]=[CH:4][CH:3]=1. The catalyst class is: 2. (2) Reactant: [CH3:1][N:2]([CH3:19])[CH2:3][CH2:4][N:5]([CH3:18])[C:6](=[O:17])[CH2:7][O:8][C@H:9]1[CH2:14][CH2:13][C@H:12]([NH:15][CH3:16])[CH2:11][CH2:10]1.C(N(CC)C(C)C)(C)C.Cl[C:30]([O:32][C:33]1[CH:38]=[CH:37][C:36]([Br:39])=[CH:35][CH:34]=1)=[O:31].C([O-])(O)=O.[Na+]. Product: [Br:39][C:36]1[CH:37]=[CH:38][C:33]([O:32][C:30](=[O:31])[N:15]([C@H:12]2[CH2:11][CH2:10][C@H:9]([O:8][CH2:7][C:6](=[O:17])[N:5]([CH2:4][CH2:3][N:2]([CH3:19])[CH3:1])[CH3:18])[CH2:14][CH2:13]2)[CH3:16])=[CH:34][CH:35]=1. The catalyst class is: 2.